From a dataset of Forward reaction prediction with 1.9M reactions from USPTO patents (1976-2016). Predict the product of the given reaction. (1) Given the reactants [S:1]1[CH:5]=[CH:4][CH:3]=[C:2]1[CH2:6][N:7]1[C:15](=[O:16])[C:14]2[C:9](=[CH:10][CH:11]=[CH:12][CH:13]=2)[C:8]1=[O:17].[Cl:18][S:19](O)(=[O:21])=[O:20], predict the reaction product. The product is: [O:16]=[C:15]1[C:14]2[C:9](=[CH:10][CH:11]=[CH:12][CH:13]=2)[C:8](=[O:17])[N:7]1[CH2:6][C:2]1[S:1][C:5]([S:19]([Cl:18])(=[O:21])=[O:20])=[CH:4][CH:3]=1. (2) Given the reactants Cl[C:2]1[N:3]=[CH:4][CH:5]=[C:6]2[C:11]=1[N:10]=[C:9]([C:12]1[CH:17]=[CH:16][C:15]([C:18]3([NH:22][C:23](=[O:29])[O:24][C:25]([CH3:28])([CH3:27])[CH3:26])[CH2:21][CH2:20][CH2:19]3)=[CH:14][CH:13]=1)[C:8]([C:30]1[CH:35]=[CH:34][CH:33]=[CH:32][CH:31]=1)=[CH:7]2.O.[NH2:37][NH2:38], predict the reaction product. The product is: [NH:37]([C:2]1[N:3]=[CH:4][CH:5]=[C:6]2[C:11]=1[N:10]=[C:9]([C:12]1[CH:17]=[CH:16][C:15]([C:18]3([NH:22][C:23](=[O:29])[O:24][C:25]([CH3:28])([CH3:27])[CH3:26])[CH2:21][CH2:20][CH2:19]3)=[CH:14][CH:13]=1)[C:8]([C:30]1[CH:35]=[CH:34][CH:33]=[CH:32][CH:31]=1)=[CH:7]2)[NH2:38]. (3) The product is: [N:1]12[CH2:8][CH2:7][CH:4]([CH2:5][CH2:6]1)[C@@H:3]([NH:9][C:10]([C:12]1[O:13][C:14]([C:23]3[CH:22]=[CH:21][CH:20]=[C:19]([NH2:18])[CH:24]=3)=[CH:15][CH:16]=1)=[O:11])[CH2:2]2. Given the reactants [N:1]12[CH2:8][CH2:7][CH:4]([CH2:5][CH2:6]1)[C@@H:3]([NH:9][C:10]([C:12]1[O:13][C:14](Br)=[CH:15][CH:16]=1)=[O:11])[CH2:2]2.[NH2:18][C:19]1[CH:20]=[C:21](B(O)O)[CH:22]=[CH:23][CH:24]=1.C(=O)([O-])[O-].[Na+].[Na+].C(O)C, predict the reaction product.